From a dataset of Reaction yield outcomes from USPTO patents with 853,638 reactions. Predict the reaction yield, written as a fraction of the theoretical maximum amount of product (1.0 means a 100% yield; for example, 0.34 means a 34% yield). The reactants are Cl.[N:2]1[CH:7]=[CH:6][CH:5]=[CH:4][C:3]=1[C:8]1[CH2:9][CH2:10][NH:11][CH2:12][CH:13]=1.C=O.[Cl:16][C:17]1[CH:18]=[C:19]([CH:23]=[CH:24][CH:25]=1)[C:20]([NH2:22])=[O:21].[C:26](=O)([O-])[O-].[K+].[K+]. The catalyst is C(O)C. The product is [Cl:16][C:17]1[CH:18]=[C:19]([CH:23]=[CH:24][CH:25]=1)[C:20]([NH:22][CH2:26][N:11]1[CH2:10][CH:9]=[C:8]([C:3]2[CH:4]=[CH:5][CH:6]=[CH:7][N:2]=2)[CH2:13][CH2:12]1)=[O:21]. The yield is 0.610.